From a dataset of Catalyst prediction with 721,799 reactions and 888 catalyst types from USPTO. Predict which catalyst facilitates the given reaction. (1) Reactant: [CH2:1]([O:3][C:4]([C:6]1[O:7][C:8]([C:11]#[C:12][Si](C)(C)C)=[CH:9][CH:10]=1)=[O:5])[CH3:2].C1(S([NH:26][C:27]2[C:32](I)=[CH:31][C:30]([S:34]([CH3:37])(=[O:36])=[O:35])=[CH:29][CH:28]=2)(=O)=O)C=CC=CC=1.C([O-])(=O)C.[K+].O. Product: [CH2:1]([O:3][C:4]([C:6]1[O:7][C:8]([C:11]2[NH:26][C:27]3[C:28]([CH:12]=2)=[CH:29][C:30]([S:34]([CH3:37])(=[O:36])=[O:35])=[CH:31][CH:32]=3)=[CH:9][CH:10]=1)=[O:5])[CH3:2]. The catalyst class is: 9. (2) Reactant: [C:1]1([CH:7]([C:19]2[CH:24]=[CH:23][CH:22]=[CH:21][CH:20]=2)[CH2:8][N:9](C2C=CC=CC=2)[C:10](=[O:12])[O-])[CH:6]=[CH:5][CH:4]=[CH:3][CH:2]=1.[CH2:25]([NH:28][C:29]1[N:34]=[C:33]([NH:35][CH2:36][CH:37]=[CH2:38])[N:32]=[C:31]([N:39]2[CH2:44][CH2:43][NH:42][CH2:41][CH2:40]2)[N:30]=1)[CH:26]=[CH2:27].C1CCN2C(=NCCC2)CC1.C(OCC)(=O)C. Product: [C:19]1([CH:7]([C:1]2[CH:2]=[CH:3][CH:4]=[CH:5][CH:6]=2)[CH2:8][NH:9][C:10]([N:42]2[CH2:41][CH2:40][N:39]([C:31]3[N:30]=[C:29]([NH:28][CH2:25][CH:26]=[CH2:27])[N:34]=[C:33]([NH:35][CH2:36][CH:37]=[CH2:38])[N:32]=3)[CH2:44][CH2:43]2)=[O:12])[CH:20]=[CH:21][CH:22]=[CH:23][CH:24]=1. The catalyst class is: 134. (3) Reactant: [CH3:1][O:2][C:3]1[CH:4]=[C:5]([CH:8]=[CH:9][C:10]=1[O:11][C:12](=[O:14])[CH3:13])[CH:6]=[CH2:7].C(OC1C=CC(C=C)=CC=1)(=O)C.N(C(C)(C)C(OC)=O)=NC(C)(C)C(OC)=O.CCCCCC. Product: [C:12]([O:11][C:10]1[CH:9]=[CH:8][C:5]([CH:6]=[CH2:7])=[CH:4][CH:3]=1)(=[O:14])[CH3:13].[CH3:1][O:2][C:3]1[CH:4]=[C:5]([CH:8]=[CH:9][C:10]=1[O:11][C:12](=[O:14])[CH3:13])[CH:6]=[CH2:7]. The catalyst class is: 7. (4) Reactant: [Cl-].[Al+3].[Cl-].[Cl-].[CH2:5]([N:7]1[C:26]2[C:14](=[CH:15][C:16]3[C:17]([CH2:28][CH3:29])([CH3:27])[C:18]4[CH:19]=[CH:20][CH:21]=[CH:22][C:23]=4[C:24]=3[CH:25]=2)[C:13]2[C:8]1=[CH:9][CH:10]=[CH:11][CH:12]=2)[CH3:6].[C:30](Cl)(=[O:32])[CH3:31]. Product: [C:30]([C:21]1[CH:20]=[CH:19][C:18]2[C:17]([CH2:28][CH3:29])([CH3:27])[C:16]3[CH:15]=[C:14]4[C:13]5[C:8]([N:7]([CH2:5][CH3:6])[C:26]4=[CH:25][C:24]=3[C:23]=2[CH:22]=1)=[CH:9][CH:10]=[CH:11][CH:12]=5)(=[O:32])[CH3:31]. The catalyst class is: 4. (5) Reactant: [OH:1][C:2]1[CH:7]=[CH:6][C:5]([CH2:8][CH:9]([O:13][CH3:14])[C:10]([OH:12])=[O:11])=[CH:4][CH:3]=1.[OH-].[Na+:16]. Product: [OH:1][C:2]1[CH:3]=[CH:4][C:5]([CH2:8][CH:9]([O:13][CH3:14])[C:10]([O-:12])=[O:11])=[CH:6][CH:7]=1.[Na+:16]. The catalyst class is: 5. (6) Reactant: [C:1]1([C:7](=[N:14][CH2:15][C:16]#[N:17])[C:8]2[CH:13]=[CH:12][CH:11]=[CH:10][CH:9]=2)[CH:6]=[CH:5][CH:4]=[CH:3][CH:2]=1.C([Li])CCC.[F:23][CH2:24][CH2:25][CH2:26]I. Product: [C:1]1([C:7](=[N:14][CH:15]([CH2:26][CH2:25][CH2:24][F:23])[C:16]#[N:17])[C:8]2[CH:9]=[CH:10][CH:11]=[CH:12][CH:13]=2)[CH:2]=[CH:3][CH:4]=[CH:5][CH:6]=1. The catalyst class is: 1. (7) Reactant: [C:1]([C:4]1[N:5]=[C:6]([C:21]#[N:22])[C:7]2[C:12]([C:13]=1[C:14]1[CH:19]=[CH:18][CH:17]=[C:16]([F:20])[CH:15]=1)=[CH:11][CH:10]=[CH:9][CH:8]=2)(=O)[CH3:2].C([O-])(=O)C.[NH4+].C([BH3-])#[N:29].[Na+]. Product: [NH2:29][CH:1]([C:4]1[N:5]=[C:6]([C:21]#[N:22])[C:7]2[C:12]([C:13]=1[C:14]1[CH:19]=[CH:18][CH:17]=[C:16]([F:20])[CH:15]=1)=[CH:11][CH:10]=[CH:9][CH:8]=2)[CH3:2]. The catalyst class is: 449. (8) The catalyst class is: 2. Reactant: [O:1]1[CH2:6][CH2:5][CH2:4][CH2:3][CH:2]1[N:7]1[CH:15]=[N:14][C:13]2[C:8]1=[N:9][CH:10]=[N:11][C:12]=2[O:16][C:17]1[CH:22]=[CH:21][C:20]([NH2:23])=[CH:19][CH:18]=1.[C:24]1([CH2:30][C:31]([N:33]=[C:34]=[S:35])=[O:32])[CH:29]=[CH:28][CH:27]=[CH:26][CH:25]=1. Product: [C:24]1([CH2:30][C:31]([NH:33][C:34]([NH:23][C:20]2[CH:21]=[CH:22][C:17]([O:16][C:12]3[N:11]=[CH:10][N:9]=[C:8]4[C:13]=3[N:14]=[CH:15][N:7]4[CH:2]3[CH2:3][CH2:4][CH2:5][CH2:6][O:1]3)=[CH:18][CH:19]=2)=[S:35])=[O:32])[CH:29]=[CH:28][CH:27]=[CH:26][CH:25]=1. (9) Reactant: [Cl-].COC1N=C(OC)N=C([N+]2(C)CCOCC2)N=1.[Cl:19][C:20]1[CH:21]=[C:22]([NH:35][C:36]2[CH:41]=[CH:40][CH:39]=[CH:38][C:37]=2[NH:42][C:43](=[O:49])[CH2:44][CH2:45][C:46](O)=[O:47])[CH:23]=[CH:24][C:25]=1[C:26](=[O:34])[C:27]1[CH:32]=[CH:31][CH:30]=[CH:29][C:28]=1[CH3:33].[O:50]([CH2:57][CH2:58][CH2:59][CH2:60][NH2:61])[C:51]1[CH:56]=[CH:55][CH:54]=[CH:53][CH:52]=1.Cl. Product: [Cl:19][C:20]1[CH:21]=[C:22]([NH:35][C:36]2[CH:41]=[CH:40][CH:39]=[CH:38][C:37]=2[NH:42][C:43](=[O:49])[CH2:44][CH2:45][C:46]([NH:61][CH2:60][CH2:59][CH2:58][CH2:57][O:50][C:51]2[CH:56]=[CH:55][CH:54]=[CH:53][CH:52]=2)=[O:47])[CH:23]=[CH:24][C:25]=1[C:26](=[O:34])[C:27]1[CH:32]=[CH:31][CH:30]=[CH:29][C:28]=1[CH3:33]. The catalyst class is: 5. (10) Reactant: Br[C:2]1[CH:3]=[CH:4][C:5]([Cl:8])=[N:6][CH:7]=1.CON(C)[C:12](=[O:14])[CH3:13]. Product: [Cl:8][C:5]1[N:6]=[CH:7][C:2]([C:12](=[O:14])[CH3:13])=[CH:3][CH:4]=1. The catalyst class is: 1.